From a dataset of Forward reaction prediction with 1.9M reactions from USPTO patents (1976-2016). Predict the product of the given reaction. (1) Given the reactants [CH3:1][O:2][C:3]1[CH:8]=[CH:7][C:6]([N+:9]([O-])=O)=[CH:5][C:4]=1[NH:12][C:13]1[N:18]=[C:17]([N:19]2[CH:23]=[C:22]([CH:24]=O)[CH:21]=[N:20]2)[C:16]([CH3:26])=[CH:15][N:14]=1.Cl.[NH:28]1[CH2:31][CH:30]([OH:32])[CH2:29]1, predict the reaction product. The product is: [OH:32][CH:30]1[CH2:31][N:28]([CH2:24][C:22]2[CH:21]=[N:20][N:19]([C:17]3[C:16]([CH3:26])=[CH:15][N:14]=[C:13]([NH:12][C:4]4[CH:5]=[C:6]([NH:9][C:3](=[O:2])[CH:4]=[CH2:5])[CH:7]=[CH:8][C:3]=4[O:2][CH3:1])[N:18]=3)[CH:23]=2)[CH2:29]1. (2) Given the reactants [OH:1][C@@H:2]([C:18]1[CH:23]=[CH:22][CH:21]=[CH:20][CH:19]=1)[CH2:3][CH2:4][CH2:5][CH2:6][N:7]1C(=O)C2C(=CC=CC=2)C1=O.[F:24][C:25]1[CH:26]=[C:27](O)[CH:28]=[CH:29][C:30]=1[C:31]([F:34])([F:33])[F:32].[C:36]([OH:43])(=[O:42])/[CH:37]=[CH:38]/[C:39]([OH:41])=[O:40].C1([C@@H](OC2C=CC(C(F)(F)F)=CC=2)CCCCN)C=CC=CC=1, predict the reaction product. The product is: [C:36]([OH:43])(=[O:42])/[CH:37]=[CH:38]/[C:39]([OH:41])=[O:40].[F:24][C:25]1[CH:26]=[C:27]([CH:28]=[CH:29][C:30]=1[C:31]([F:32])([F:33])[F:34])[O:1][C@H:2]([C:18]1[CH:19]=[CH:20][CH:21]=[CH:22][CH:23]=1)[CH2:3][CH2:4][CH2:5][CH2:6][NH2:7]. (3) Given the reactants [CH2:1]([O:3][C:4](=[O:31])[CH2:5][N:6]1[C:14]2[C:9](=[C:10]([Br:15])[CH:11]=[CH:12][CH:13]=2)[C:8]([C:18]2[C:19]([OH:29])=[CH:20][C:21]3[O:25][C:24]([CH3:27])([CH3:26])[CH2:23][C:22]=3[CH:28]=2)([CH2:16]O)[C:7]1=[O:30])[CH3:2].C1(CCN2C3C(=CC=CC=3)C(C3C(O)=CC4OCOC=4C=3)(CO)C2=O)CC1, predict the reaction product. The product is: [CH2:1]([O:3][C:4](=[O:31])[CH2:5][N:6]1[C:14]2[C:9](=[C:10]([Br:15])[CH:11]=[CH:12][CH:13]=2)[C:8]2([CH2:16][O:29][C:19]3[CH:20]=[C:21]4[C:22](=[CH:28][C:18]2=3)[CH2:23][C:24]([CH3:27])([CH3:26])[O:25]4)[C:7]1=[O:30])[CH3:2]. (4) Given the reactants [CH2:1]([N:6]1[C:10]2=[N:11][CH:12]=[CH:13][CH:14]=[C:9]2[C:8](=[O:15])[C:7]1=[O:16])[CH2:2][CH2:3][CH2:4][CH3:5].[CH2:17]1[O:25][C:24]2[CH:23]=[CH:22][C:21](Br)=[CH:20][C:19]=2[O:18]1, predict the reaction product. The product is: [O:18]1[C:19]2[CH:20]=[CH:21][C:22]([C:8]3([OH:15])[C:9]4[C:10](=[N:11][CH:12]=[CH:13][CH:14]=4)[N:6]([CH2:1][CH2:2][CH2:3][CH2:4][CH3:5])[C:7]3=[O:16])=[CH:23][C:24]=2[O:25][CH2:17]1. (5) Given the reactants [C:1]([O:5][C:6]([N:8]1[CH2:15][CH:14](C(O)=O)[CH2:13][C:9]21[CH2:12][O:11][CH2:10]2)=[O:7])([CH3:4])([CH3:3])[CH3:2].P(N=[N+]=[N-])(=O)([O:27][C:28]1C=CC=CC=1)OC1C=CC=CC=1.C([N:40](CC)CC)C.[C:45]1([CH2:51][OH:52])[CH:50]=[CH:49][CH:48]=[CH:47][CH:46]=1, predict the reaction product. The product is: [CH2:51]([O:52][C:28]([NH:40][CH:14]1[CH2:13][C:9]2([CH2:10][O:11][CH2:12]2)[N:8]([C:6]([O:5][C:1]([CH3:2])([CH3:3])[CH3:4])=[O:7])[CH2:15]1)=[O:27])[C:45]1[CH:50]=[CH:49][CH:48]=[CH:47][CH:46]=1.